This data is from Forward reaction prediction with 1.9M reactions from USPTO patents (1976-2016). The task is: Predict the product of the given reaction. Given the reactants [O:1]1[C:6]2[CH:7]=[CH:8][C:9]([C:11]3[C:12]([C:19]4[S:20][CH:21]=[CH:22][N:23]=4)=[N:13][N:14]([CH3:18])[C:15]=3[CH:16]=[O:17])=[CH:10][C:5]=2[CH2:4][CH2:3][CH2:2]1.C[Si](C#N)(C)C.[Na].[C:31](Cl)(=[O:33])C.[CH3:35][OH:36], predict the reaction product. The product is: [O:1]1[C:6]2[CH:7]=[CH:8][C:9]([C:11]3[C:12]([C:19]4[S:20][CH:21]=[CH:22][N:23]=4)=[N:13][N:14]([CH3:18])[C:15]=3[CH:16]([OH:17])[C:35]([O:33][CH3:31])=[O:36])=[CH:10][C:5]=2[CH2:4][CH2:3][CH2:2]1.